From a dataset of Full USPTO retrosynthesis dataset with 1.9M reactions from patents (1976-2016). Predict the reactants needed to synthesize the given product. (1) Given the product [CH3:1][C:2]1[CH:3]=[N+:4]([O-:33])[CH:5]=[CH:6][C:7]=1[C:8]1[O:9][C:10]2[CH:16]=[CH:15][C:14]([C:17]([F:20])([F:18])[F:19])=[CH:13][C:11]=2[N:12]=1, predict the reactants needed to synthesize it. The reactants are: [CH3:1][C:2]1[CH:3]=[N:4][CH:5]=[CH:6][C:7]=1[C:8]1[O:9][C:10]2[CH:16]=[CH:15][C:14]([C:17]([F:20])([F:19])[F:18])=[CH:13][C:11]=2[N:12]=1.C(Cl)(Cl)Cl.ClC1C=CC=C(C(OO)=[O:33])C=1. (2) Given the product [S:30]([C:34]1[CH:35]=[CH:36][C:37]([NH:38][C:10]([C:3]2[C:4]3[C:9](=[CH:8][CH:7]=[CH:6][CH:5]=3)[NH:1][N:2]=2)=[O:12])=[CH:39][CH:40]=1)(=[O:32])(=[O:33])[NH2:31], predict the reactants needed to synthesize it. The reactants are: [NH:1]1[C:9]2[C:4](=[CH:5][CH:6]=[CH:7][CH:8]=2)[C:3]([C:10]([OH:12])=O)=[N:2]1.C1C=CC2N(O)N=NC=2C=1.CN1CCOCC1.[S:30]([C:34]1[CH:40]=[CH:39][C:37]([NH2:38])=[CH:36][CH:35]=1)(=[O:33])(=[O:32])[NH2:31]. (3) Given the product [CH2:1]([CH:8]1[C:13](=[O:14])[N:12]([CH2:29][CH3:30])[C:11]2[CH:15]=[CH:16][C:17]([N+:19]([O-:21])=[O:20])=[CH:18][C:10]=2[O:9]1)[C:2]1[CH:3]=[CH:4][CH:5]=[CH:6][CH:7]=1, predict the reactants needed to synthesize it. The reactants are: [CH2:1]([CH:8]1[C:13](=[O:14])[NH:12][C:11]2[CH:15]=[CH:16][C:17]([N+:19]([O-:21])=[O:20])=[CH:18][C:10]=2[O:9]1)[C:2]1[CH:7]=[CH:6][CH:5]=[CH:4][CH:3]=1.C(=O)([O-])[O-].[K+].[K+].I[CH2:29][CH3:30].O. (4) Given the product [C:3]1([CH2:9][CH2:10][CH2:11][CH2:12][O:13][CH2:15][CH2:16][CH2:17][CH2:18][CH2:19][C:20]#[N:21])[CH:8]=[CH:7][CH:6]=[CH:5][CH:4]=1, predict the reactants needed to synthesize it. The reactants are: [H-].[Na+].[C:3]1([CH2:9][CH2:10][CH2:11][CH2:12][OH:13])[CH:8]=[CH:7][CH:6]=[CH:5][CH:4]=1.Br[CH2:15][CH2:16][CH2:17][CH2:18][CH2:19][C:20]#[N:21].O. (5) Given the product [OH:1][C:2]1[C:7]2[C@@:8]3([OH:45])[C@@:21]([O:25][CH3:26])([C@H:22]([OH:24])[CH2:23][C:6]=2[CH:5]=[C:4]([CH3:46])[C:3]=1[C:47]([NH:56][CH:60]([CH3:61])[CH3:59])=[O:48])[C:20](=[O:27])[C:19]1[C:10](=[CH:11][C:12]2[C:13](=[O:43])[C:14]([NH:30][CH:31]4[C@H:36]([O:37][CH3:38])[C@H:35]([OH:39])[C@@H:34]([O:40][CH3:41])[C@H:33]([CH3:42])[O:32]4)=[CH:15][C:16](=[O:29])[C:17]=2[C:18]=1[OH:28])[C:9]3=[O:44], predict the reactants needed to synthesize it. The reactants are: [OH:1][C:2]1[C:7]2[C@@:8]3([OH:45])[C@@:21]([O:25][CH3:26])([C@H:22]([OH:24])[CH2:23][C:6]=2[CH:5]=[C:4]([CH3:46])[C:3]=1[C:47](O)=[O:48])[C:20](=[O:27])[C:19]1[C:10](=[CH:11][C:12]2[C:13](=[O:43])[C:14]([NH:30][CH:31]4[C@H:36]([O:37][CH3:38])[C@H:35]([OH:39])[C@@H:34]([O:40][CH3:41])[C@H:33]([CH3:42])[O:32]4)=[CH:15][C:16](=[O:29])[C:17]=2[C:18]=1[OH:28])[C:9]3=[O:44].CCCN.O.O[N:56]1[C:60]2[CH:61]=CC=C[C:59]=2N=N1. (6) The reactants are: [CH3:1][N:2]([CH3:13])[CH2:3][C:4]1[C:12]2[C:7](=[N:8][CH:9]=[CH:10][CH:11]=2)[NH:6][CH:5]=1.[H-].[Na+].[CH:16]([Si:19](Cl)([CH:23]([CH3:25])[CH3:24])[CH:20]([CH3:22])[CH3:21])([CH3:18])[CH3:17].O. Given the product [CH3:1][N:2]([CH3:13])[CH2:3][C:4]1[C:12]2[C:7](=[N:8][CH:9]=[CH:10][CH:11]=2)[N:6]([Si:19]([CH:23]([CH3:25])[CH3:24])([CH:20]([CH3:22])[CH3:21])[CH:16]([CH3:18])[CH3:17])[CH:5]=1, predict the reactants needed to synthesize it. (7) The reactants are: [CH3:1][O:2][C:3](=[O:26])[C:4]1[CH:9]=[C:8]([CH:10]([OH:12])[CH3:11])[C:7]([O:13][CH2:14][C:15]23[CH2:24][CH:19]4[CH2:20][CH:21]([CH2:23][CH:17]([CH2:18]4)[CH2:16]2)[CH2:22]3)=[CH:6][C:5]=1[F:25].N1C(C)=CC=CC=1C.FC(F)(F)S(O[Si:41]([C:44]([CH3:47])([CH3:46])[CH3:45])([CH3:43])[CH3:42])(=O)=O. Given the product [C:15]12([CH2:14][O:13][C:7]3[C:8]([CH:10]([O:12][Si:41]([C:44]([CH3:47])([CH3:46])[CH3:45])([CH3:43])[CH3:42])[CH3:11])=[CH:9][C:4]([C:3]([O:2][CH3:1])=[O:26])=[C:5]([F:25])[CH:6]=3)[CH2:24][CH:19]3[CH2:20][CH:21]([CH2:23][CH:17]([CH2:18]3)[CH2:16]1)[CH2:22]2, predict the reactants needed to synthesize it.